This data is from Full USPTO retrosynthesis dataset with 1.9M reactions from patents (1976-2016). The task is: Predict the reactants needed to synthesize the given product. (1) Given the product [Br:1][CH:45]([CH3:46])[C:44]([C:41]1[S:40][C:39]2[CH:38]=[CH:37][CH:36]=[C:35]([CH3:34])[C:43]=2[CH:42]=1)=[O:47], predict the reactants needed to synthesize it. The reactants are: [Br-:1].[Br-].[Br-].C1([N+](C)(C)C)C=CC=CC=1.C1([N+](C)(C)C)C=CC=CC=1.C1([N+](C)(C)C)C=CC=CC=1.[CH3:34][C:35]1[C:43]2[CH:42]=[C:41]([C:44](=[O:47])[CH2:45][CH3:46])[S:40][C:39]=2[CH:38]=[CH:37][CH:36]=1. (2) Given the product [F:26][C:25]([F:28])([F:27])[S:22]([O:13][CH:8]([C:5]1[CH:6]=[CH:7][C:2]([Br:1])=[CH:3][CH:4]=1)[C:9]([F:11])([F:12])[F:10])(=[O:24])=[O:23], predict the reactants needed to synthesize it. The reactants are: [Br:1][C:2]1[CH:7]=[CH:6][C:5]([CH:8]([OH:13])[C:9]([F:12])([F:11])[F:10])=[CH:4][CH:3]=1.N1C(C)=CC=CC=1C.[S:22](O[S:22]([C:25]([F:28])([F:27])[F:26])(=[O:24])=[O:23])([C:25]([F:28])([F:27])[F:26])(=[O:24])=[O:23]. (3) Given the product [Cl:15][C:4]1[S:5][C:6]([C:7]([O:9][CH2:10][CH3:11])=[O:8])=[C:2]([CH3:1])[N:3]=1, predict the reactants needed to synthesize it. The reactants are: [CH3:1][C:2]1[NH:3][C:4](=O)[S:5][C:6]=1[C:7]([O:9][CH2:10][CH3:11])=[O:8].O=P(Cl)(Cl)[Cl:15]. (4) Given the product [Cl:26][C:5]1[C:6]([C:8]2[C:16]3[C:11](=[CH:12][CH:13]=[CH:14][CH:15]=3)[N:10]([S:17]([C:20]3[CH:25]=[CH:24][CH:23]=[CH:22][CH:21]=3)(=[O:18])=[O:19])[CH:9]=2)=[N:7][C:2]([NH:27][C@H:28]2[CH2:32][CH2:31][N:30]([C:33]([O:35][C:36]([CH3:39])([CH3:38])[CH3:37])=[O:34])[CH2:29]2)=[N:3][CH:4]=1, predict the reactants needed to synthesize it. The reactants are: Cl[C:2]1[N:7]=[C:6]([C:8]2[C:16]3[C:11](=[CH:12][CH:13]=[CH:14][CH:15]=3)[N:10]([S:17]([C:20]3[CH:25]=[CH:24][CH:23]=[CH:22][CH:21]=3)(=[O:19])=[O:18])[CH:9]=2)[C:5]([Cl:26])=[CH:4][N:3]=1.[NH2:27][C@H:28]1[CH2:32][CH2:31][N:30]([C:33]([O:35][C:36]([CH3:39])([CH3:38])[CH3:37])=[O:34])[CH2:29]1.CCN(C(C)C)C(C)C. (5) The reactants are: [C:1]([C:5]1[CH:6]=[C:7]([CH:12]=[C:13]([C:17]#[N:18])[C:14]=1[O:15][CH3:16])[C:8]([O:10]C)=[O:9])([CH3:4])([CH3:3])[CH3:2].O1CCCC1.O.[OH-].[Li+].Cl. Given the product [C:1]([C:5]1[CH:6]=[C:7]([CH:12]=[C:13]([C:17]#[N:18])[C:14]=1[O:15][CH3:16])[C:8]([OH:10])=[O:9])([CH3:4])([CH3:2])[CH3:3], predict the reactants needed to synthesize it. (6) Given the product [CH3:1][O:2][C:3](=[O:12])[C:4]1[CH:9]=[CH:8][C:7]([N:10]([C:18]([O:17][C:14]([CH3:16])([CH3:15])[CH3:13])=[O:19])[C:18]([O:17][C:14]([CH3:16])([CH3:15])[CH3:13])=[O:19])=[CH:6][C:5]=1[Cl:11], predict the reactants needed to synthesize it. The reactants are: [CH3:1][O:2][C:3](=[O:12])[C:4]1[CH:9]=[CH:8][C:7]([NH2:10])=[CH:6][C:5]=1[Cl:11].[CH3:13][C:14]([O:17][C:18](O[C:18]([O:17][C:14]([CH3:16])([CH3:15])[CH3:13])=[O:19])=[O:19])([CH3:16])[CH3:15].